This data is from Reaction yield outcomes from USPTO patents with 853,638 reactions. The task is: Predict the reaction yield, written as a fraction of the theoretical maximum amount of product (1.0 means a 100% yield; for example, 0.34 means a 34% yield). (1) The reactants are [F:1][C:2]1[CH:7]=[CH:6][N:5]=[C:4]2[N:8]([Si:11]([CH:18]([CH3:20])[CH3:19])([CH:15]([CH3:17])[CH3:16])[CH:12]([CH3:14])[CH3:13])[CH:9]=[CH:10][C:3]=12.C([Li])(CC)C.[Br:26]C(Br)(Br)Br. The catalyst is C1COCC1. The product is [Br:26][C:7]1[C:2]([F:1])=[C:3]2[CH:10]=[CH:9][N:8]([Si:11]([CH:15]([CH3:17])[CH3:16])([CH:18]([CH3:20])[CH3:19])[CH:12]([CH3:13])[CH3:14])[C:4]2=[N:5][CH:6]=1. The yield is 0.840. (2) The reactants are [CH3:1][C:2]([O:5][C:6]([N:8]1[C@H:17]([C:18]([OH:20])=O)[CH2:16][C:15]2[C:10](=[CH:11][CH:12]=[CH:13][CH:14]=2)[CH2:9]1)=[O:7])([CH3:4])[CH3:3].CN(C(F)=[N+](C)C)C.F[P-](F)(F)(F)(F)F.[CH2:36]([NH:43][CH2:44][CH2:45][N:46]([CH3:48])[CH3:47])[C:37]1[CH:42]=[CH:41][CH:40]=[CH:39][CH:38]=1. The catalyst is ClCCl. The product is [C:2]([O:5][C:6]([N:8]1[CH:17]([C:18](=[O:20])[N:43]([CH2:36][C:37]2[CH:42]=[CH:41][CH:40]=[CH:39][CH:38]=2)[CH2:44][CH2:45][N:46]([CH3:48])[CH3:47])[CH2:16][C:15]2[C:10](=[CH:11][CH:12]=[CH:13][CH:14]=2)[CH2:9]1)=[O:7])([CH3:4])([CH3:3])[CH3:1]. The yield is 0.260. (3) The reactants are [NH2:1][C:2]1[N:3]=[N:4][CH:5]=[CH:6][C:7]=1[C:8]([OH:10])=[O:9].[CH:11](=O)[C:12]1[CH:17]=[CH:16][CH:15]=[CH:14][CH:13]=1.[Na]. The catalyst is CN(C=O)C. The product is [CH2:11]([NH:1][C:2]1[N:3]=[N:4][CH:5]=[CH:6][C:7]=1[C:8]([OH:10])=[O:9])[C:12]1[CH:17]=[CH:16][CH:15]=[CH:14][CH:13]=1. The yield is 0.0400. (4) The reactants are [CH3:1][O:2][C:3]1[CH:20]=[CH:19][C:6]2[NH:7][C:8]([CH2:10][C:11]([CH3:18])([CH3:17])[C:12]([O:14][CH2:15][CH3:16])=[O:13])=[N:9][C:5]=2[CH:4]=1.C(=O)([O-])[O-].[Cs+].[Cs+].[Br:27][C:28]1[CH:35]=[CH:34][C:31]([CH2:32]Br)=[CH:30][CH:29]=1. The catalyst is CN(C=O)C. The product is [Br:27][C:28]1[CH:35]=[CH:34][C:31]([CH2:32][N:9]2[C:5]3[CH:4]=[C:3]([O:2][CH3:1])[CH:20]=[CH:19][C:6]=3[N:7]=[C:8]2[CH2:10][C:11]([CH3:17])([CH3:18])[C:12]([O:14][CH2:15][CH3:16])=[O:13])=[CH:30][CH:29]=1.[Br:27][C:28]1[CH:35]=[CH:34][C:31]([CH2:32][N:7]2[C:6]3[CH:19]=[CH:20][C:3]([O:2][CH3:1])=[CH:4][C:5]=3[N:9]=[C:8]2[CH2:10][C:11]([CH3:17])([CH3:18])[C:12]([O:14][CH2:15][CH3:16])=[O:13])=[CH:30][CH:29]=1. The yield is 0.230. (5) The reactants are [Br:1][C:2]1[CH:3]=[N:4][CH:5]=[C:6]([CH:10]=1)[C:7](O)=[O:8].N1C=CC=CC=1.Cl.[CH3:18][O:19][NH:20][CH3:21].O. The catalyst is S(Cl)(Cl)=O.ClCCl. The product is [Br:1][C:2]1[CH:3]=[N:4][CH:5]=[C:6]([CH:10]=1)[C:7]([N:20]([O:19][CH3:18])[CH3:21])=[O:8]. The yield is 0.970.